Dataset: Reaction yield outcomes from USPTO patents with 853,638 reactions. Task: Predict the reaction yield, written as a fraction of the theoretical maximum amount of product (1.0 means a 100% yield; for example, 0.34 means a 34% yield). (1) The reactants are Cl.Cl.[NH2:3][CH2:4][C@@:5]1([OH:13])[CH:10]2[CH2:11][CH2:12][N:7]([CH2:8][CH2:9]2)[CH2:6]1.C([O-])([O-])=O.[Cs+].[Cs+].[N:20]([C:23]1[N:24]=[CH:25][C:26]2[C:31]([CH:32]=1)=[CH:30][CH:29]=[CH:28][CH:27]=2)=[C:21]=S.C(N=C=NC(C)C)(C)C. The catalyst is CN(C)C=O. The product is [CH:25]1[C:26]2[C:31](=[CH:30][CH:29]=[CH:28][CH:27]=2)[CH:32]=[C:23]([NH:20][C:21]2[O:13][C@:5]3([CH2:4][N:3]=2)[CH:10]2[CH2:9][CH2:8][N:7]([CH2:12][CH2:11]2)[CH2:6]3)[N:24]=1. The yield is 0.580. (2) The reactants are [CH3:1][N:2]1[C@@H:11]([C@H:12]2[O:21][C:19](=[O:20])[C:18]3[C:17]([O:22][CH3:23])=[C:16]([O:24][CH3:25])[CH:15]=[CH:14][C:13]2=3)[C:10]2[C:9]([O:26][CH3:27])=[C:8]3[O:28][CH2:29][O:30][C:7]3=[CH:6][C:5]=2[CH2:4][CH2:3]1.[F-:31].FF. The catalyst is C1COCC1. The product is [F:31][C:6]1[C:5]2[CH2:4][CH2:3][N:2]([CH3:1])[C@@H:11]([C@@H:12]3[C:13]4[C:18](=[C:17]([O:22][CH3:23])[C:16]([O:24][CH3:25])=[CH:15][CH:14]=4)[C:19](=[O:20])[O:21]3)[C:10]=2[C:9]([O:26][CH3:27])=[C:8]2[O:28][CH2:29][O:30][C:7]=12. The yield is 0.740. (3) The reactants are Cl[C:2]1C=CC=C(C(OO)=O)C=1.[CH2:12]([N:19]1[CH2:24][CH2:23][CH:22]([N:25]2[CH:29]=[CH:28][C:27]([C:30]3[CH:35]=[CH:34][C:33]([F:36])=[CH:32][CH:31]=3)=[C:26]2[C:37]2[CH:42]=[CH:41][N:40]=[C:39](SC)[N:38]=2)[CH2:21][CH2:20]1)[C:13]1[CH:18]=[CH:17][CH:16]=[CH:15][CH:14]=1.[S:45]([O-:49])([O-])(=[O:47])=S.[Na+].[Na+]. The catalyst is C(OCC)(=O)C. The product is [CH2:12]([N:19]1[CH2:24][CH2:23][CH:22]([N:25]2[CH:29]=[CH:28][C:27]([C:30]3[CH:35]=[CH:34][C:33]([F:36])=[CH:32][CH:31]=3)=[C:26]2[C:37]2[CH:42]=[CH:41][N:40]=[C:39]([S:45]([CH3:2])(=[O:49])=[O:47])[N:38]=2)[CH2:21][CH2:20]1)[C:13]1[CH:18]=[CH:17][CH:16]=[CH:15][CH:14]=1. The yield is 0.660. (4) The reactants are FC(F)(F)C(O)=O.[CH2:8]([O:15][C:16](=[O:32])[CH2:17][C@@H:18]([NH2:31])[C:19]([NH:21][C@H:22]([C:27](=[O:30])[NH:28][CH3:29])[C:23]([CH3:26])([CH3:25])[CH3:24])=[O:20])[C:9]1[CH:14]=[CH:13][CH:12]=[CH:11][CH:10]=1.CO[CH:35]1[CH:39]([C:40]2[CH:45]=[CH:44][CH:43]=[CH:42][CH:41]=2)[CH2:38][CH:37](OC)O1.FC(F)(F)C(O)=O.O. The catalyst is ClCCCl. The product is [CH2:8]([O:15][C:16](=[O:32])[CH2:17][C@@H:18]([N:31]1[CH:37]=[CH:38][C:39]([C:40]2[CH:45]=[CH:44][CH:43]=[CH:42][CH:41]=2)=[CH:35]1)[C:19]([NH:21][C@H:22]([C:27](=[O:30])[NH:28][CH3:29])[C:23]([CH3:25])([CH3:26])[CH3:24])=[O:20])[C:9]1[CH:10]=[CH:11][CH:12]=[CH:13][CH:14]=1. The yield is 0.370. (5) The reactants are [Cl:1][C:2]1[CH:42]=[CH:41][C:5]([O:6][CH2:7][C:8]([N:10]2[CH2:15][CH2:14][N:13]([CH:16]([C:18]3[N:27]([C:28]4[CH:33]=[CH:32][CH:31]=[CH:30][C:29]=4[O:34][CH2:35][CH3:36])[C:26](=[O:37])[C:25]4[C:20](=[CH:21][C:22]([N+:38]([O-])=O)=[CH:23][CH:24]=4)[N:19]=3)[CH3:17])[CH2:12][CH2:11]2)=[O:9])=[CH:4][CH:3]=1. The product is [NH2:38][C:22]1[CH:21]=[C:20]2[C:25]([C:26](=[O:37])[N:27]([C:28]3[CH:33]=[CH:32][CH:31]=[CH:30][C:29]=3[O:34][CH2:35][CH3:36])[C:18]([CH:16]([N:13]3[CH2:14][CH2:15][N:10]([C:8](=[O:9])[CH2:7][O:6][C:5]4[CH:4]=[CH:3][C:2]([Cl:1])=[CH:42][CH:41]=4)[CH2:11][CH2:12]3)[CH3:17])=[N:19]2)=[CH:24][CH:23]=1. The catalyst is CO.[Pd]. The yield is 0.944. (6) The reactants are [Br:1][C:2]1[CH:3]=[C:4]([N+:11]([O-])=O)[CH:5]=[C:6]2[C:10]=1[NH:9][N:8]=[CH:7]2.CO. The catalyst is C(O)(=O)C.[Fe]. The product is [Br:1][C:2]1[CH:3]=[C:4]([NH2:11])[CH:5]=[C:6]2[C:10]=1[NH:9][N:8]=[CH:7]2. The yield is 0.400.